The task is: Predict the product of the given reaction.. This data is from Forward reaction prediction with 1.9M reactions from USPTO patents (1976-2016). (1) The product is: [Br:15][C:16]1[CH:17]=[CH:18][C:19]([O:20][CH:21]([C:22]([O:24][CH2:25][CH3:26])=[O:23])[C:5](=[O:11])[C:6]([O:8][CH2:9][CH3:10])=[O:7])=[CH:27][CH:28]=1. Given the reactants CC[O-].[Na+].[C:5](OCC)(=[O:11])[C:6]([O:8][CH2:9][CH3:10])=[O:7].[Br:15][C:16]1[CH:28]=[CH:27][C:19]([O:20][CH2:21][C:22]([O:24][CH2:25][CH3:26])=[O:23])=[CH:18][CH:17]=1.O, predict the reaction product. (2) Given the reactants Cl.[S:2]1[CH:6]=[CH:5][N:4]=[C:3]1[S:7]([CH:10]1[CH2:15][CH2:14][NH:13][CH2:12][CH2:11]1)(=[O:9])=[O:8].[Cl:16][C:17]1[N:18]=[C:19]([N:28]2[CH2:33][CH2:32][O:31][CH2:30][CH2:29]2)[C:20]2[S:25][C:24]([CH:26]=O)=[CH:23][C:21]=2[N:22]=1, predict the reaction product. The product is: [Cl:16][C:17]1[N:18]=[C:19]([N:28]2[CH2:29][CH2:30][O:31][CH2:32][CH2:33]2)[C:20]2[S:25][C:24]([CH2:26][N:13]3[CH2:14][CH2:15][CH:10]([S:7]([C:3]4[S:2][CH:6]=[CH:5][N:4]=4)(=[O:9])=[O:8])[CH2:11][CH2:12]3)=[CH:23][C:21]=2[N:22]=1.